From a dataset of Forward reaction prediction with 1.9M reactions from USPTO patents (1976-2016). Predict the product of the given reaction. The product is: [OH:12][C:10]([CH2:9][CH2:8][S:13][C:14]1[CH:23]=[C:22]([Cl:24])[CH:21]=[CH:20][C:15]=1[C:16]([O:18][CH3:19])=[O:17])=[O:11]. Given the reactants C(=O)([O-])[O-].[K+].[K+].Br[CH2:8][CH2:9][C:10]([OH:12])=[O:11].[SH:13][C:14]1[CH:23]=[C:22]([Cl:24])[CH:21]=[CH:20][C:15]=1[C:16]([O:18][CH3:19])=[O:17], predict the reaction product.